This data is from Reaction yield outcomes from USPTO patents with 853,638 reactions. The task is: Predict the reaction yield, written as a fraction of the theoretical maximum amount of product (1.0 means a 100% yield; for example, 0.34 means a 34% yield). (1) The catalyst is [OH-].[Pd+2].[OH-].[C].CN(C)C=O. The reactants are C([N:8]1[CH:30]=[N:29][C:28]2[N:13]([C@@H:14]3[O:27][C@H:17]([CH2:18][O:19]CC4C=CC=CC=4)[CH2:16][CH2:15]3)[CH:12]=[N:11][C:10]=2[C:9]1=[O:31])C1C=CC=CC=1.[OH-].[Na+].[H][H]. The yield is 0.700. The product is [C@@H:14]1([N:13]2[C:28]3[N:29]=[CH:30][N:8]=[C:9]([OH:31])[C:10]=3[N:11]=[CH:12]2)[O:27][C@H:17]([CH2:18][OH:19])[CH2:16][CH2:15]1. (2) The reactants are [CH3:1][N:2]([CH2:40][CH2:41][NH:42]C(OCC1C=CC([N+]([O-])=O)=CC=1)=O)[C:3]([C:5]1[N:6]=[C:7]([N:10]2[CH2:13][CH:12]([S:14][C:15]3[C@H:16]([CH3:39])[C@@H:17]4[C@@H:34]([C@H:35]([OH:37])[CH3:36])[C:33](=[O:38])[N:18]4[C:19]=3[C:20]([O:22]CC3C=CC([N+]([O-])=O)=CC=3)=[O:21])[CH2:11]2)[S:8][CH:9]=1)=[O:4]. The catalyst is O1CCCC1. The product is [NH2:42][CH2:41][CH2:40][N:2]([CH3:1])[C:3]([C:5]1[N:6]=[C:7]([N:10]2[CH2:11][CH:12]([S:14][C:15]3[C@H:16]([CH3:39])[C@@H:17]4[C@@H:34]([C@H:35]([OH:37])[CH3:36])[C:33](=[O:38])[N:18]4[C:19]=3[C:20]([OH:22])=[O:21])[CH2:13]2)[S:8][CH:9]=1)=[O:4]. The yield is 0.510. (3) The reactants are [CH3:1][CH2:2][CH2:3][S:4]([NH:7][C:8]1[CH:9]=[CH:10][C:11]([F:33])=[C:12]([C:15]([C:17]2[C:21]3[CH:22]=[C:23]([C:26]4[CH:27]=[CH:28][C:29]([Cl:32])=[CH:30][CH:31]=4)[CH:24]=[N:25][C:20]=3[NH:19][CH:18]=2)=[O:16])[C:13]=1[F:14])(=[O:6])=[O:5].CC(C)=O.[OH:38][CH2:39][CH2:40][N+:41]([CH3:44])([CH3:43])[CH3:42]. The catalyst is C(O)(C)C. The product is [CH3:1][CH2:2][CH2:3][S:4]([NH:7][C:8]1[CH:9]=[CH:10][C:11]([F:33])=[C:12]([C:15]([C:17]2[C:21]3[CH:22]=[C:23]([C:26]4[CH:27]=[CH:28][C:29]([Cl:32])=[CH:30][CH:31]=4)[CH:24]=[N:25][C:20]=3[NH:19][CH:18]=2)=[O:16])[C:13]=1[F:14])(=[O:6])=[O:5].[OH:38][CH2:39][CH2:40][N+:41]([CH3:44])([CH3:43])[CH3:42]. The yield is 0.805. (4) The reactants are [Cl:1][C:2]1[CH:7]=[CH:6][C:5]([N:8]=[C:9]=[O:10])=[CH:4][CH:3]=1.[C:11]1([C:17]2[N:21]([C:22]3[CH:27]=[CH:26][C:25]([S:28]([NH2:31])(=[O:30])=[O:29])=[CH:24][CH:23]=3)[N:20]=[C:19](NC(NC3C=CC=C(C(F)(F)F)C=3)=O)[CH:18]=2)[CH:16]=[CH:15][CH:14]=[CH:13][CH:12]=1. The catalyst is CO. The product is [Cl:1][C:2]1[CH:7]=[CH:6][C:5]([NH:8][C:9](=[O:10])[NH:8][CH2:5][CH2:4][CH2:3][C:19]2[CH:18]=[C:17]([C:11]3[CH:16]=[CH:15][CH:14]=[CH:13][CH:12]=3)[N:21]([C:22]3[CH:23]=[CH:24][C:25]([S:28]([NH2:31])(=[O:30])=[O:29])=[CH:26][CH:27]=3)[N:20]=2)=[CH:4][CH:3]=1. The yield is 0.920. (5) The yield is 0.720. The product is [CH3:30][N:31]([CH2:42][C:43]1[N:47]([CH2:48][C@@H:49]2[CH2:54][CH2:53][CH2:52][N:51]([CH3:55])[CH2:50]2)[C:46]2[CH:56]=[CH:57][CH:58]=[CH:59][C:45]=2[N:44]=1)[C@@H:32]1[C:41]2[N:40]=[CH:39][CH:38]=[CH:37][C:36]=2[CH2:35][CH2:34][CH2:33]1. The reactants are CN(CC1N(C[C@@H]2CCCNC2)C2C=CC=CC=2N=1)[C@@H]1C2N=CC=CC=2CCC1.[CH3:30][N:31]([CH2:42][C:43]1[N:47]([CH2:48][C@H:49]2[CH2:54][CH2:53][CH2:52][N:51]([CH3:55])[CH2:50]2)[C:46]2[CH:56]=[CH:57][CH:58]=[CH:59][C:45]=2[N:44]=1)[C@@H:32]1[C:41]2[N:40]=[CH:39][CH:38]=[CH:37][C:36]=2[CH2:35][CH2:34][CH2:33]1. No catalyst specified. (6) The reactants are Cl[C:2]1[CH:3]=[CH:4][C:5]([C:8]#[N:9])=[N:6][CH:7]=1.[F-:10].[K+].CN1C(=O)CCC1. The catalyst is CCOC(C)=O. The product is [F:10][C:2]1[CH:3]=[CH:4][C:5]([C:8]#[N:9])=[N:6][CH:7]=1. The yield is 0.530. (7) The reactants are [C:1]([O:5][C:6]([N:8]1[CH2:13][CH2:12][CH:11]([C:14]2[C:23]3[C:18](=[CH:19][C:20](F)=[CH:21][CH:22]=3)[N:17]=[CH:16][N:15]=2)[CH2:10][CH2:9]1)=[O:7])([CH3:4])([CH3:3])[CH3:2].Cl.C(O[C:34](=[O:39])[NH:35][CH2:36][CH2:37][NH2:38])C1C=CC=CC=1.C([O-])([O-])=O.[K+].[K+]. The catalyst is CS(C)=O. The product is [C:1]([O:5][C:6]([N:8]1[CH2:13][CH2:12][CH:11]([C:14]2[C:23]3[C:18](=[CH:19][C:20]([N:38]4[CH2:37][CH2:36][NH:35][C:34]4=[O:39])=[CH:21][CH:22]=3)[N:17]=[CH:16][N:15]=2)[CH2:10][CH2:9]1)=[O:7])([CH3:4])([CH3:3])[CH3:2]. The yield is 0.730. (8) The reactants are CO[C:3]1[CH:8]=[CH:7][CH:6]=[CH:5][C:4]=1[CH2:9][C:10](=O)[CH3:11].[C:13]1([C@H:19]([NH2:21])[CH3:20])[CH:18]=[CH:17][CH:16]=[CH:15][CH:14]=1.[CH:22](O)=[O:23]. The catalyst is CO. The product is [CH3:22][O:23][C:7]1[CH:8]=[CH:3][C:4]([CH2:9][C@H:10]([NH:21][C@@H:19]([C:13]2[CH:18]=[CH:17][CH:16]=[CH:15][CH:14]=2)[CH3:20])[CH3:11])=[CH:5][CH:6]=1. The yield is 0.890. (9) The reactants are [Cl:1][C:2]1[N:3]=[CH:4][C:5]2[N:11]([CH3:12])[C:10](=[O:13])[CH:9]([CH:14](O)[CH3:15])[CH2:8][N:7]([CH:17]3[CH2:21][CH2:20][CH2:19][CH2:18]3)[C:6]=2[N:22]=1.C(N(CC)CC)C.CS(Cl)(=O)=O.[H-].[Na+]. The catalyst is ClCCl. The product is [Cl:1][C:2]1[N:3]=[CH:4][C:5]2[N:11]([CH3:12])[C:10](=[O:13])[C:9](=[CH:14][CH3:15])[CH2:8][N:7]([CH:17]3[CH2:21][CH2:20][CH2:19][CH2:18]3)[C:6]=2[N:22]=1. The yield is 0.940. (10) The reactants are [CH3:1][C:2]1[C:6]2[C:7](=[O:19])[N:8]([CH2:11][CH2:12][N:13]3[CH2:18][CH2:17][CH2:16][CH2:15][CH2:14]3)[CH2:9][CH2:10][C:5]=2[NH:4][C:3]=1[CH:20]=O.[Cl:22][C:23]1[CH:28]=[CH:27][C:26]([C:29]2[CH:37]=[CH:36][CH:35]=[C:34]3[C:30]=2[CH2:31][C:32](=[O:38])[NH:33]3)=[C:25]([F:39])[CH:24]=1. No catalyst specified. The product is [Cl:22][C:23]1[CH:28]=[CH:27][C:26]([C:29]2[CH:37]=[CH:36][CH:35]=[C:34]3[C:30]=2[C:31](=[CH:20][C:3]2[NH:4][C:5]4[CH2:10][CH2:9][N:8]([CH2:11][CH2:12][N:13]5[CH2:14][CH2:15][CH2:16][CH2:17][CH2:18]5)[C:7](=[O:19])[C:6]=4[C:2]=2[CH3:1])[C:32](=[O:38])[NH:33]3)=[C:25]([F:39])[CH:24]=1. The yield is 0.442.